Task: Predict the reaction yield, written as a fraction of the theoretical maximum amount of product (1.0 means a 100% yield; for example, 0.34 means a 34% yield).. Dataset: Reaction yield outcomes from USPTO patents with 853,638 reactions (1) The reactants are [Br:1][C:2]1[CH:3]=[C:4]([CH:6]=[CH:7][C:8]=1[CH3:9])[NH2:5].[CH3:10][C:11]([O:14][C:15](O[C:15]([O:14][C:11]([CH3:13])([CH3:12])[CH3:10])=[O:16])=[O:16])([CH3:13])[CH3:12].CCN(CC)CC.O. The catalyst is C(Cl)Cl. The product is [Br:1][C:2]1[CH:3]=[C:4]([NH:5][C:15](=[O:16])[O:14][C:11]([CH3:13])([CH3:12])[CH3:10])[CH:6]=[CH:7][C:8]=1[CH3:9]. The yield is 0.820. (2) The reactants are [Cl:1][C:2]1[C:3]2[CH2:10][CH2:9][CH2:8][C:4]=2[N:5]=[CH:6][N:7]=1.C1C=C(Cl)C=C(C(OO)=[O:19])C=1. The catalyst is C(Cl)(Cl)Cl. The product is [Cl:1][C:2]1[N:7]=[CH:6][N+:5]([O-:19])=[C:4]2[CH2:8][CH2:9][CH2:10][C:3]=12. The yield is 0.470.